From a dataset of Forward reaction prediction with 1.9M reactions from USPTO patents (1976-2016). Predict the product of the given reaction. Given the reactants C([O:3][C:4]([CH2:6][O:7][C:8]1[C:13]2[CH2:14][CH2:15][CH2:16][CH:17]([NH:19][CH2:20][C@H:21]([OH:30])[CH2:22][O:23][C:24]3[CH:29]=[CH:28][CH:27]=[CH:26][CH:25]=3)[CH2:18][C:12]=2[CH:11]=[CH:10][CH:9]=1)=[O:5])C.[OH-].[Na+:32], predict the reaction product. The product is: [OH:30][C@H:21]([CH2:22][O:23][C:24]1[CH:25]=[CH:26][CH:27]=[CH:28][CH:29]=1)[CH2:20][NH:19][CH:17]1[CH2:16][CH2:15][CH2:14][C:13]2[C:8]([O:7][CH2:6][C:4]([O-:5])=[O:3])=[CH:9][CH:10]=[CH:11][C:12]=2[CH2:18]1.[Na+:32].